Task: Predict the product of the given reaction.. Dataset: Forward reaction prediction with 1.9M reactions from USPTO patents (1976-2016) (1) Given the reactants [CH2:1]([O:8][C:9]1[CH:10]=[C:11]([CH2:17][C:18](=O)[C:19]([CH3:24])([CH3:23])[CH2:20][O:21][CH3:22])[CH:12]=[CH:13][C:14]=1[O:15][CH3:16])[C:2]1[CH:7]=[CH:6][CH:5]=[CH:4][CH:3]=1.C([O-])(=O)C.[NH4+].C([BH3-])#[N:32].[Na+], predict the reaction product. The product is: [CH2:1]([O:8][C:9]1[CH:10]=[C:11]([CH2:17][CH:18]([NH2:32])[C:19]([CH3:24])([CH3:23])[CH2:20][O:21][CH3:22])[CH:12]=[CH:13][C:14]=1[O:15][CH3:16])[C:2]1[CH:7]=[CH:6][CH:5]=[CH:4][CH:3]=1. (2) Given the reactants [Cl:1][C:2]1[CH:7]=[CH:6][C:5]([CH:8]2[C:12]3[NH:13][C:14]([C:16]4[C:17]([O:22][CH3:23])=[N:18][CH:19]=[CH:20][CH:21]=4)=[N:15][C:11]=3[C:10](=[O:24])[N:9]2[C:25]2[N:30]=[C:29]3[N:31]([CH3:34])[N:32]=[N:33][C:28]3=[C:27]([CH3:35])[CH:26]=2)=[CH:4][CH:3]=1, predict the reaction product. The product is: [Cl:1][C:2]1[CH:3]=[CH:4][C:5]([C@@H:8]2[C:12]3[NH:13][C:14]([C:16]4[C:17]([O:22][CH3:23])=[N:18][CH:19]=[CH:20][CH:21]=4)=[N:15][C:11]=3[C:10](=[O:24])[N:9]2[C:25]2[N:30]=[C:29]3[N:31]([CH3:34])[N:32]=[N:33][C:28]3=[C:27]([CH3:35])[CH:26]=2)=[CH:6][CH:7]=1. (3) Given the reactants [CH3:1][C:2](=O)[C:3]#[C:4][CH2:5][CH3:6].[C:8]([CH2:10][C:11]([NH2:13])=[O:12])#[N:9].C(O)(=O)C.N1CCCCC1.N1CCCCC1, predict the reaction product. The product is: [CH2:5]([C:4]1[C:10]([C:8]#[N:9])=[C:11]([OH:12])[N:13]=[C:2]([CH3:1])[CH:3]=1)[CH3:6]. (4) Given the reactants [Si]([O:8][C:9]([C@:11]12[CH2:46][CH2:45][C@@H:44]([C:47]([CH3:49])=[CH2:48])[C@@H:12]1[C@@H:13]1[C@@:26]([CH3:29])([CH2:27][CH2:28]2)[C@@:25]2([CH3:30])[C@@H:16]([C@:17]3([CH3:43])[C@@H:22]([CH2:23][CH2:24]2)[C:21]([CH3:32])([CH3:31])[C:20]([C:33]2[CH:38]=[CH:37][C:36]([C:39]([O:41][CH3:42])=[O:40])=[CH:35][CH:34]=2)=[CH:19][CH2:18]3)[CH2:15][CH2:14]1)=[O:10])(C(C)(C)C)(C)C.CCCC[N+](CCCC)(CCCC)CCCC.[F-], predict the reaction product. The product is: [CH3:42][O:41][C:39]([C:36]1[CH:37]=[CH:38][C:33]([C:20]2[C:21]([CH3:32])([CH3:31])[C@H:22]3[C@:17]([CH3:43])([CH2:18][CH:19]=2)[C@@H:16]2[C@:25]([CH3:30])([C@@:26]4([CH3:29])[C@H:13]([CH2:14][CH2:15]2)[C@H:12]2[C@H:44]([C:47]([CH3:49])=[CH2:48])[CH2:45][CH2:46][C@:11]2([C:9]([OH:10])=[O:8])[CH2:28][CH2:27]4)[CH2:24][CH2:23]3)=[CH:34][CH:35]=1)=[O:40]. (5) Given the reactants [NH:1]1[CH2:4][CH2:3][C@H:2]1[CH2:5][O:6][C:7]1[CH:8]=[N:9][CH:10]=[C:11]([Cl:13])[CH:12]=1.Br[CH:15]([CH3:17])[CH3:16].C(NC(C)C)(C)C, predict the reaction product. The product is: [Cl:13][C:11]1[CH:10]=[N:9][CH:8]=[C:7]([O:6][CH2:5][C@@H:2]2[CH2:3][CH2:4][N:1]2[CH:15]([CH3:17])[CH3:16])[CH:12]=1. (6) Given the reactants C1(P(C2CCCCC2)C2CCCCC2)CCCCC1.Cl[C:21]1[CH:22]=[C:23]2[CH2:29][O:28][CH2:27][C:24]2=[N:25][CH:26]=1.[B:30]1([B:30]2[O:34][C:33]([CH3:36])([CH3:35])[C:32]([CH3:38])([CH3:37])[O:31]2)[O:34][C:33]([CH3:36])([CH3:35])[C:32]([CH3:38])([CH3:37])[O:31]1.C([O-])(=O)C.[K+], predict the reaction product. The product is: [CH3:37][C:32]1([CH3:38])[C:33]([CH3:36])([CH3:35])[O:34][B:30]([C:21]2[CH:22]=[C:23]3[CH2:29][O:28][CH2:27][C:24]3=[N:25][CH:26]=2)[O:31]1.